This data is from Catalyst prediction with 721,799 reactions and 888 catalyst types from USPTO. The task is: Predict which catalyst facilitates the given reaction. (1) Reactant: C(OC([N:8]1[CH2:13][CH2:12][N:11]([C:14]2[CH:23]=[N:22][C:21]3[C:16](=[CH:17][CH:18]=[CH:19][CH:20]=3)[N:15]=2)[CH2:10][CH2:9]1)=O)(C)(C)C.[ClH:24]. Product: [ClH:24].[N:11]1([C:14]2[CH:23]=[N:22][C:21]3[C:16](=[CH:17][CH:18]=[CH:19][CH:20]=3)[N:15]=2)[CH2:10][CH2:9][NH:8][CH2:13][CH2:12]1. The catalyst class is: 12. (2) Reactant: [CH3:1][N:2]([CH3:15])[CH2:3][CH2:4][CH:5]([C:8]1[CH:13]=[CH:12][C:11](I)=[CH:10][CH:9]=1)[C:6]#[N:7].C1(C)C=CC=CC=1.CCO.C([O-])([O-])=O.[Na+].[Na+].B1([C:41]2[CH:46]=[CH:45][N:44]=[CH:43][CH:42]=2)OC(C)(C)C(C)(C)O1. Product: [CH3:1][N:2]([CH3:15])[CH2:3][CH2:4][CH:5]([C:8]1[CH:13]=[CH:12][C:11]([C:41]2[CH:46]=[CH:45][N:44]=[CH:43][CH:42]=2)=[CH:10][CH:9]=1)[C:6]#[N:7]. The catalyst class is: 518. (3) Reactant: [BH4-].[Na+].[Cl:3][C:4]1[CH:9]=[CH:8][C:7]([NH:10][C:11]2[C:12]([CH:24]=[O:25])=[N:13][CH:14]=[C:15]([N:17]3[C:21]([CH3:22])=[CH:20][C:19]([CH3:23])=[N:18]3)[N:16]=2)=[CH:6][CH:5]=1. Product: [Cl:3][C:4]1[CH:5]=[CH:6][C:7]([NH:10][C:11]2[C:12]([CH2:24][OH:25])=[N:13][CH:14]=[C:15]([N:17]3[C:21]([CH3:22])=[CH:20][C:19]([CH3:23])=[N:18]3)[N:16]=2)=[CH:8][CH:9]=1. The catalyst class is: 5.